From a dataset of Catalyst prediction with 721,799 reactions and 888 catalyst types from USPTO. Predict which catalyst facilitates the given reaction. (1) Reactant: [C:1]([C:4]1[C:5]([NH:20][C:21]2[CH:26]=[CH:25][C:24]([N:27]3[CH2:32][CH2:31][N:30]([C:33]([O:35][C:36]([CH3:39])([CH3:38])[CH3:37])=[O:34])[CH2:29][CH2:28]3)=[CH:23][CH:22]=2)=[N:6][C:7]([O:10][C:11]2[CH:16]=[CH:15][CH:14]=[C:13]([N+:17]([O-:19])=[O:18])[CH:12]=2)=[CH:8][N:9]=1)(=[O:3])[NH2:2].[Cl:40]N1C(=O)CCC1=O. The catalyst class is: 22. Product: [C:1]([C:4]1[C:5]([NH:20][C:21]2[CH:22]=[CH:23][C:24]([N:27]3[CH2:28][CH2:29][N:30]([C:33]([O:35][C:36]([CH3:39])([CH3:38])[CH3:37])=[O:34])[CH2:31][CH2:32]3)=[C:25]([Cl:40])[CH:26]=2)=[N:6][C:7]([O:10][C:11]2[CH:16]=[CH:15][CH:14]=[C:13]([N+:17]([O-:19])=[O:18])[CH:12]=2)=[CH:8][N:9]=1)(=[O:3])[NH2:2]. (2) Reactant: CS([C:4]1[N:8]=[C:7]([C:9]2[CH:14]=[CH:13][CH:12]=[CH:11][C:10]=2[F:15])[S:6][N:5]=1)=O.CS(C1N=C(C2C=CC=CC=2F)SN=1)(=O)=O.[CH2:32]([OH:36])[C:33]#[C:34][CH3:35].[H-].[Na+].[Cl-].[Na+]. Product: [F:15][C:10]1[CH:11]=[CH:12][CH:13]=[CH:14][C:9]=1[C:7]1[S:6][N:5]=[C:4]([O:36][CH2:32][C:33]#[C:34][CH3:35])[N:8]=1. The catalyst class is: 9. (3) Reactant: FC(F)(F)C(O[C:6](=O)[C:7](F)(F)F)=O.[I-].[Na+].C([C@@:29]12[C@H:54]([NH:55][C:56](=[O:64])[CH2:57][C:58]3[CH:63]=[CH:62][CH:61]=[CH:60][CH:59]=3)[C:53](=[O:65])[N:30]1[C:31]([C:50]([O-:52])=[O:51])=[C:32]([CH2:37][O:38][C:39]1[CH:48]=[C:47]3[C:42]([CH:43]=[CH:44][C:45](=[O:49])[O:46]3)=[CH:41][CH:40]=1)[C:33](=[CH2:36])[S@@:34]2=O)(C1C=CC=CC=1)C1C=CC=CC=1.C(=O)(O)[O-].[Na+]. Product: [CH:43]([O:52][C:50]([C:31]1[N:30]2[C:53](=[O:65])[C@@H:54]([NH:55][C:56](=[O:64])[CH2:57][C:58]3[CH:63]=[CH:62][CH:61]=[CH:60][CH:59]=3)[C@H:29]2[S:34][C:33](=[CH2:36])[C:32]=1[CH2:37][O:38][C:39]1[CH:48]=[C:47]2[C:42]([CH:43]=[CH:44][C:45](=[O:49])[O:46]2)=[CH:41][CH:40]=1)=[O:51])([C:6]1[CH:7]=[CH:50][CH:31]=[CH:32][CH:33]=1)[C:42]1[CH:41]=[CH:40][CH:39]=[CH:48][CH:47]=1. The catalyst class is: 372. (4) Reactant: [C:1]1([CH3:11])[CH:6]=[CH:5][C:4]([S:7](Cl)(=[O:9])=[O:8])=[CH:3][CH:2]=1.[CH2:12]([O:19][CH2:20][C@@H:21]([CH2:32][OH:33])[O:22][CH2:23][P:24]([CH:29]([CH3:31])[CH3:30])([CH:26]([CH3:28])[CH3:27])=[O:25])[C:13]1[CH:18]=[CH:17][CH:16]=[CH:15][CH:14]=1. Product: [C:1]1([CH3:11])[CH:6]=[CH:5][C:4]([S:7]([O:33][CH2:32][C@@H:21]([O:22][CH2:23][P:24]([CH:26]([CH3:28])[CH3:27])([CH:29]([CH3:30])[CH3:31])=[O:25])[CH2:20][O:19][CH2:12][C:13]2[CH:14]=[CH:15][CH:16]=[CH:17][CH:18]=2)(=[O:9])=[O:8])=[CH:3][CH:2]=1. The catalyst class is: 17. (5) Reactant: Br[C:2]1[CH:8]=[CH:7][C:5]([NH2:6])=[C:4]([N+:9]([O-:11])=[O:10])[CH:3]=1.C([O-])([O-])=O.[Na+].[Na+].C(Cl)Cl.[CH3:21][C@@H:22]([C:31]1[CH:36]=[CH:35][C:34](B2OC(C)(C)C(C)(C)O2)=[CH:33][CH:32]=1)[CH2:23][C:24]([S:27]([NH2:30])(=[O:29])=[O:28])([CH3:26])[CH3:25]. Product: [CH3:21][C@@H:22]([C:31]1[CH:36]=[CH:35][C:34]([C:2]2[CH:8]=[CH:7][C:5]([NH2:6])=[C:4]([N+:9]([O-:11])=[O:10])[CH:3]=2)=[CH:33][CH:32]=1)[CH2:23][C:24]([S:27]([NH2:30])(=[O:29])=[O:28])([CH3:26])[CH3:25]. The catalyst class is: 151. (6) Reactant: [CH3:1][C:2]1[C:6]([CH2:7][O:8][C:9]2[CH:10]=[CH:11][C:12]([CH2:15][C:16]#N)=[N:13][CH:14]=2)=[C:5]([CH3:18])[O:4][N:3]=1.[OH-:19].[Na+].C[OH:22]. Product: [CH3:1][C:2]1[C:6]([CH2:7][O:8][C:9]2[CH:10]=[CH:11][C:12]([CH2:15][C:16]([OH:22])=[O:19])=[N:13][CH:14]=2)=[C:5]([CH3:18])[O:4][N:3]=1. The catalyst class is: 6. (7) Reactant: [Cl:1][C:2]1[N:7]=[CH:6][C:5]([S:8](Cl)(=[O:10])=[O:9])=[CH:4][CH:3]=1.[NH2:12][C:13]1[C:14]([CH3:20])=[N:15][N:16]([CH3:19])[C:17]=1[CH3:18]. Product: [CH3:19][N:16]1[C:17]([CH3:18])=[C:13]([NH:12][S:8]([C:5]2[CH:6]=[N:7][C:2]([Cl:1])=[CH:3][CH:4]=2)(=[O:10])=[O:9])[C:14]([CH3:20])=[N:15]1. The catalyst class is: 17. (8) Reactant: [CH:1]1([C:6]([C:8]2[C:9]([O:14][CH3:15])=[N:10][CH:11]=[CH:12][CH:13]=2)=O)[CH2:5][CH:4]=[CH:3][CH2:2]1.O.NN.[OH-].[K+].O. Product: [CH:1]1([CH2:6][C:8]2[C:9]([O:14][CH3:15])=[N:10][CH:11]=[CH:12][CH:13]=2)[CH2:2][CH:3]=[CH:4][CH2:5]1. The catalyst class is: 196.